The task is: Regression. Given a peptide amino acid sequence and an MHC pseudo amino acid sequence, predict their binding affinity value. This is MHC class II binding data.. This data is from Peptide-MHC class II binding affinity with 134,281 pairs from IEDB. The binding affinity (normalized) is 0.448. The MHC is DRB3_0101 with pseudo-sequence DRB3_0101. The peptide sequence is KNPVVDGNPTVDIEE.